The task is: Predict the product of the given reaction.. This data is from Forward reaction prediction with 1.9M reactions from USPTO patents (1976-2016). Given the reactants C[O:2][C:3](=[O:31])[C:4]1[CH:9]=[CH:8][C:7]([CH2:10][O:11]/[N:12]=[CH:13]/[C:14]2[C:22]3[C:17](=[CH:18][CH:19]=[CH:20][CH:21]=3)[N:16]([CH2:23][C:24]3[CH:29]=[CH:28][CH:27]=[CH:26][CH:25]=3)[CH:15]=2)=[CH:6][C:5]=1[Br:30].[OH-].[Na+], predict the reaction product. The product is: [CH2:23]([N:16]1[C:17]2[C:22](=[CH:21][CH:20]=[CH:19][CH:18]=2)[C:14](/[CH:13]=[N:12]/[O:11][CH2:10][C:7]2[CH:8]=[CH:9][C:4]([C:3]([OH:31])=[O:2])=[C:5]([Br:30])[CH:6]=2)=[CH:15]1)[C:24]1[CH:25]=[CH:26][CH:27]=[CH:28][CH:29]=1.